This data is from Forward reaction prediction with 1.9M reactions from USPTO patents (1976-2016). The task is: Predict the product of the given reaction. (1) Given the reactants [H-].[H-].[H-].[H-].[Li+].[Al+3].CCOCC.[Cl:12][C:13]1[CH:14]=[CH:15][C:16]([CH2:21][N:22]2[CH2:25][CH:24]([OH:26])[CH2:23]2)=[C:17]([CH:20]=1)[C:18]#[N:19], predict the reaction product. The product is: [Cl:12][C:13]1[CH:14]=[CH:15][C:16]([CH2:21][N:22]2[CH2:23][CH:24]([OH:26])[CH2:25]2)=[C:17]([CH:20]=1)[CH2:18][NH2:19]. (2) Given the reactants [NH2:1][C:2]1[CH:16]=[CH:15][C:5]([CH2:6][P:7](=[O:14])([O:11][CH2:12][CH3:13])[O:8][CH2:9][CH3:10])=[CH:4][CH:3]=1.[C:17]1([C:23]2[O:27][N:26]=[CH:25][C:24]=2/[CH:28]=[CH:29]/[C:30](O)=[O:31])[CH:22]=[CH:21][CH:20]=[CH:19][CH:18]=1.O.ON1C2C=CC=CC=2N=N1.Cl.C(N=C=NCCCN(C)C)C, predict the reaction product. The product is: [CH2:12]([O:11][P:7]([CH2:6][C:5]1[CH:4]=[CH:3][C:2]([NH:1][C:30](=[O:31])/[CH:29]=[CH:28]/[C:24]2[CH:25]=[N:26][O:27][C:23]=2[C:17]2[CH:18]=[CH:19][CH:20]=[CH:21][CH:22]=2)=[CH:16][CH:15]=1)([O:8][CH2:9][CH3:10])=[O:14])[CH3:13]. (3) The product is: [C:21]([C:18]1[CH:19]=[CH:20][C:15]([NH:14][C:12](=[O:13])[C:11]2[CH:25]=[CH:26][C:8]([C:3]3[C:2]([F:33])=[CH:7][CH:6]=[CH:5][N:4]=3)=[CH:9][CH:10]=2)=[CH:16][CH:17]=1)([CH3:24])([CH3:23])[CH3:22]. Given the reactants N[C:2]1[C:3]([C:8]2[CH:26]=[CH:25][C:11]([C:12]([NH:14][C:15]3[CH:20]=[CH:19][C:18]([C:21]([CH3:24])([CH3:23])[CH3:22])=[CH:17][CH:16]=3)=[O:13])=[CH:10][CH:9]=2)=[N:4][CH:5]=[CH:6][CH:7]=1.N([O-])=O.[Na+].[H+].[B-](F)(F)(F)[F:33], predict the reaction product.